Dataset: Forward reaction prediction with 1.9M reactions from USPTO patents (1976-2016). Task: Predict the product of the given reaction. (1) Given the reactants [C-:1]#[N:2].[K+].Cl[CH2:5][C:6]1[NH:10][N:9]=[C:8]([CH3:11])[CH:7]=1, predict the reaction product. The product is: [CH3:11][C:8]1[CH:7]=[C:6]([CH2:5][C:1]#[N:2])[NH:10][N:9]=1. (2) The product is: [F:15][C:16]1[CH:17]=[C:18]2[C:22](=[CH:23][CH:24]=1)[NH:21][CH:20]=[C:19]2[CH2:25][CH2:26][CH2:27][NH:1][CH:2]1[CH2:11][C:10]2[C:9]([C:12]([NH2:14])=[O:13])=[CH:8][CH:7]=[CH:6][C:5]=2[O:4][CH2:3]1. Given the reactants [NH2:1][CH:2]1[CH2:11][C:10]2[C:9]([C:12]([NH2:14])=[O:13])=[CH:8][CH:7]=[CH:6][C:5]=2[O:4][CH2:3]1.[F:15][C:16]1[CH:17]=[C:18]2[C:22](=[CH:23][CH:24]=1)[NH:21][CH:20]=[C:19]2[CH2:25][CH2:26][CH:27]=O.C([BH3-])#N.[Na+].N, predict the reaction product. (3) Given the reactants Br[C:2]1[C:3]([N:21]2[CH2:26][CH2:25][C:24]([CH3:28])([CH3:27])[CH2:23][CH2:22]2)=[C:4]([C@H:10]([O:16][C:17]([CH3:20])([CH3:19])[CH3:18])[C:11]([O:13][CH2:14][CH3:15])=[O:12])[C:5]([CH3:9])=[N:6][C:7]=1[CH3:8].[F:29][C:30]1[CH:46]=[CH:45][C:33]([CH2:34][O:35][C:36]2[CH:41]=[CH:40][C:39](B(O)O)=[CH:38][CH:37]=2)=[CH:32][CH:31]=1.C([O-])([O-])=O.[Na+].[Na+], predict the reaction product. The product is: [C:17]([O:16][C@@H:10]([C:4]1[C:5]([CH3:9])=[N:6][C:7]([CH3:8])=[C:2]([C:39]2[CH:38]=[CH:37][C:36]([O:35][CH2:34][C:33]3[CH:32]=[CH:31][C:30]([F:29])=[CH:46][CH:45]=3)=[CH:41][CH:40]=2)[C:3]=1[N:21]1[CH2:26][CH2:25][C:24]([CH3:28])([CH3:27])[CH2:23][CH2:22]1)[C:11]([O:13][CH2:14][CH3:15])=[O:12])([CH3:20])([CH3:19])[CH3:18]. (4) Given the reactants [Br:1][C:2]1[CH:7]=[CH:6][N:5]=[C:4]([NH2:8])[CH:3]=1.C(Cl)(Cl)Cl.[I:13]N1C(=O)CCC1=O, predict the reaction product. The product is: [Br:1][C:2]1[C:7]([I:13])=[CH:6][N:5]=[C:4]([NH2:8])[CH:3]=1. (5) Given the reactants [N:1]1[CH:2]=[N:3][N:4]2[CH:9]=[C:8]([CH:10]=O)[CH:7]=[CH:6][C:5]=12.C1(OP([CH:28](NC2C=CC=CC=2)[C:29]2[CH:34]=[CH:33][N:32]=[C:31]([C:35]([F:38])([F:37])[F:36])[N:30]=2)(=O)OC2C=CC=CC=2)C=CC=CC=1.C([O-])([O-])=[O:47].[Cs+].[Cs+].Cl, predict the reaction product. The product is: [N:1]1[CH:2]=[N:3][N:4]2[CH:9]=[C:8]([CH2:10][C:28]([C:29]3[CH:34]=[CH:33][N:32]=[C:31]([C:35]([F:38])([F:37])[F:36])[N:30]=3)=[O:47])[CH:7]=[CH:6][C:5]=12. (6) Given the reactants [CH3:1][O:2][C:3]1[CH:4]=[C:5]([C:11]2[C@@H:20]3[C@@H:15]([CH2:16][CH2:17][CH2:18][CH2:19]3)[C:14](=[O:21])[N:13]([CH:22]3[CH2:27][CH2:26][N:25]([C:28](=[O:45])[C@@H:29]([NH:37]C(=O)OC(C)(C)C)[CH2:30][C:31]4[CH:36]=[CH:35][N:34]=[CH:33][CH:32]=4)[CH2:24][CH2:23]3)[N:12]=2)[CH:6]=[CH:7][C:8]=1[O:9][CH3:10].[ClH:46], predict the reaction product. The product is: [ClH:46].[NH2:37][C@@H:29]([CH2:30][C:31]1[CH:36]=[CH:35][N:34]=[CH:33][CH:32]=1)[C:28]([N:25]1[CH2:24][CH2:23][CH:22]([N:13]2[N:12]=[C:11]([C:5]3[CH:6]=[CH:7][C:8]([O:9][CH3:10])=[C:3]([O:2][CH3:1])[CH:4]=3)[C@@H:20]3[C@@H:15]([CH2:16][CH2:17][CH2:18][CH2:19]3)[C:14]2=[O:21])[CH2:27][CH2:26]1)=[O:45]. (7) Given the reactants [CH3:1][O:2][C:3]1[CH:52]=[C:51]([O:53][CH3:54])[CH:50]=[CH:49][C:4]=1[CH2:5][N:6]([CH2:15][C:16]1[CH:21]=[CH:20][N:19]=[C:18]2[N:22](S(C3C=CC(C)=CC=3)(=O)=O)[C:23]([C:25]3[C:33]4[C:28](=[CH:29][C:30]([O:36][CH3:37])=[C:31]([O:34][CH3:35])[CH:32]=4)[N:27]([CH3:38])[CH:26]=3)=[CH:24][C:17]=12)[S:7]([C:10]1[S:11][CH:12]=[CH:13][CH:14]=1)(=[O:9])=[O:8].[OH-].[K+], predict the reaction product. The product is: [CH3:1][O:2][C:3]1[CH:52]=[C:51]([O:53][CH3:54])[CH:50]=[CH:49][C:4]=1[CH2:5][N:6]([CH2:15][C:16]1[CH:21]=[CH:20][N:19]=[C:18]2[NH:22][C:23]([C:25]3[C:33]4[C:28](=[CH:29][C:30]([O:36][CH3:37])=[C:31]([O:34][CH3:35])[CH:32]=4)[N:27]([CH3:38])[CH:26]=3)=[CH:24][C:17]=12)[S:7]([C:10]1[S:11][CH:12]=[CH:13][CH:14]=1)(=[O:8])=[O:9]. (8) Given the reactants [F:1][C:2]1[CH:7]=[CH:6][C:5]([NH2:8])=[CH:4][C:3]=1[N+:9]([O-:11])=[O:10].CCN(C(C)C)C(C)C.[F:21][C:22]([F:33])([F:32])[C:23]1[CH:24]=[C:25]([CH:29]=[CH:30][CH:31]=1)[C:26](Cl)=[O:27].O, predict the reaction product. The product is: [F:1][C:2]1[CH:7]=[CH:6][C:5]([NH:8][C:26](=[O:27])[C:25]2[CH:29]=[CH:30][CH:31]=[C:23]([C:22]([F:21])([F:32])[F:33])[CH:24]=2)=[CH:4][C:3]=1[N+:9]([O-:11])=[O:10].